Predict the reactants needed to synthesize the given product. From a dataset of Full USPTO retrosynthesis dataset with 1.9M reactions from patents (1976-2016). (1) The reactants are: [F:1][C:2]1[CH:3]=[C:4]([S:9](Cl)(=[O:11])=[O:10])[CH:5]=[C:6]([F:8])[CH:7]=1.[NH2:13][C:14]1[C:15]2[C:22]([C:23]([C:25]3[CH:26]=[N:27][CH:28]=[C:29]([NH2:31])[CH:30]=3)=[O:24])=[CH:21][N:20]([CH:32]([CH3:34])[CH3:33])[C:16]=2[N:17]=[CH:18][N:19]=1. Given the product [NH2:13][C:14]1[C:15]2[C:22]([C:23]([C:25]3[CH:30]=[C:29]([NH:31][S:9]([C:4]4[CH:3]=[C:2]([F:1])[CH:7]=[C:6]([F:8])[CH:5]=4)(=[O:11])=[O:10])[CH:28]=[N:27][CH:26]=3)=[O:24])=[CH:21][N:20]([CH:32]([CH3:34])[CH3:33])[C:16]=2[N:17]=[CH:18][N:19]=1, predict the reactants needed to synthesize it. (2) Given the product [CH3:2][O:3][C:4]([C@H:6]1[CH2:10][CH2:9][CH2:8][C@H:7]1[NH:11][CH2:30][C:29]1[CH:32]=[CH:33][C:26]([F:25])=[CH:27][CH:28]=1)=[O:5], predict the reactants needed to synthesize it. The reactants are: Cl.[CH3:2][O:3][C:4]([C@H:6]1[CH2:10][CH2:9][CH2:8][C@H:7]1[NH2:11])=[O:5].S([O-])([O-])(=O)=O.[Mg+2].C(N(CC)CC)C.[F:25][C:26]1[CH:33]=[CH:32][C:29]([CH:30]=O)=[CH:28][CH:27]=1.[BH4-].[Na+].C(=O)(O)[O-].[Na+].